Predict the product of the given reaction. From a dataset of Forward reaction prediction with 1.9M reactions from USPTO patents (1976-2016). (1) Given the reactants [CH3:1][C:2]1[C:11]2[C:6](=[CH:7][CH:8]=[CH:9][CH:10]=2)[C:5]([O:12][C:13]2[CH:20]=[CH:19][C:16]([C:17]#[N:18])=[CH:15][N:14]=2)=[CH:4][N:3]=1.C([O-])([O-])=[O:22].[K+].[K+].OO.O, predict the reaction product. The product is: [CH3:1][C:2]1[C:11]2[C:6](=[CH:7][CH:8]=[CH:9][CH:10]=2)[C:5]([O:12][C:13]2[CH:20]=[CH:19][C:16]([C:17]([NH2:18])=[O:22])=[CH:15][N:14]=2)=[CH:4][N:3]=1. (2) Given the reactants [Li]CCCC.C(=O)=O.CC(C)=O.Br[C:14]1[CH:15]=[C:16]([C:21]2[CH2:28][CH:27]3[CH2:29][CH:23]([CH2:24][N:25]([C:30]([O:32][C:33]([CH3:36])([CH3:35])[CH3:34])=[O:31])[CH2:26]3)[CH:22]=2)[CH:17]=[C:18]([F:20])[CH:19]=1.Br[C:38]1[N:43]=[CH:42][CH:41]=[CH:40][N:39]=1.[Na+].[Cl-], predict the reaction product. The product is: [F:20][C:18]1[CH:17]=[C:16]([C:21]2[CH2:28][CH:27]3[CH2:29][CH:23]([CH2:24][N:25]([C:30]([O:32][C:33]([CH3:36])([CH3:35])[CH3:34])=[O:31])[CH2:26]3)[CH:22]=2)[CH:15]=[C:14]([C:38]2[N:43]=[CH:42][CH:41]=[CH:40][N:39]=2)[CH:19]=1. (3) Given the reactants [N:1]1[C:10]2[C:5](=[CH:6][CH:7]=[CH:8][CH:9]=2)[CH:4]=[CH:3][C:2]=1[N:11]1[C:15]([OH:16])=[C:14]([C:17](=O)[CH3:18])[C:13]([CH3:20])=[N:12]1.[CH3:21][O:22][C:23]([C:25]1[CH:34]=[CH:33][C:28]([C:29]([NH:31][NH2:32])=[O:30])=[CH:27][CH:26]=1)=[O:24].O.C1(C)C=CC(S(O)(=O)=O)=CC=1, predict the reaction product. The product is: [N:1]1[C:10]2[C:5](=[CH:6][CH:7]=[CH:8][CH:9]=2)[CH:4]=[CH:3][C:2]=1[N:11]1[C:15](=[O:16])[C:14](=[C:17]([NH:32][NH:31][C:29](=[O:30])[C:28]2[CH:27]=[CH:26][C:25]([C:23]([O:22][CH3:21])=[O:24])=[CH:34][CH:33]=2)[CH3:18])[C:13]([CH3:20])=[N:12]1. (4) The product is: [CH3:23][N:1]1[C:10]2[C:5](=[CH:6][C:7]([O:11][C:12](=[O:20])[NH:13][CH2:14][CH2:15][CH2:16][CH2:17][CH2:18][CH3:19])=[CH:8][CH:9]=2)[CH2:4][CH2:3][CH2:2]1. Given the reactants [NH:1]1[C:10]2[C:5](=[CH:6][C:7]([O:11][C:12](=[O:20])[NH:13][CH2:14][CH2:15][CH2:16][CH2:17][CH2:18][CH3:19])=[CH:8][CH:9]=2)[CH2:4][CH2:3][CH2:2]1.[H-].[Na+].[CH3:23]I, predict the reaction product. (5) Given the reactants [F:1][CH:2]([F:31])[C:3]1[N:7]([C:8]2[N:13]=[C:12]([N:14]3[CH2:19][CH2:18][O:17][CH2:16][CH2:15]3)[N:11]=[C:10]([N:20]3[CH2:23][CH:22]([NH2:24])[CH2:21]3)[N:9]=2)[C:6]2[CH:25]=[CH:26][CH:27]=[C:28]([O:29][CH3:30])[C:5]=2[N:4]=1.CCN(CC)CC.[F:39][C:40]([F:53])([F:52])[S:41](O[S:41]([C:40]([F:53])([F:52])[F:39])(=[O:43])=[O:42])(=[O:43])=[O:42], predict the reaction product. The product is: [F:31][CH:2]([F:1])[C:3]1[N:7]([C:8]2[N:13]=[C:12]([N:14]3[CH2:15][CH2:16][O:17][CH2:18][CH2:19]3)[N:11]=[C:10]([N:20]3[CH2:21][CH:22]([NH:24][S:41]([C:40]([F:53])([F:52])[F:39])(=[O:43])=[O:42])[CH2:23]3)[N:9]=2)[C:6]2[CH:25]=[CH:26][CH:27]=[C:28]([O:29][CH3:30])[C:5]=2[N:4]=1.